Dataset: Forward reaction prediction with 1.9M reactions from USPTO patents (1976-2016). Task: Predict the product of the given reaction. (1) Given the reactants [OH:1][C:2]1[C:3]([CH3:14])=[C:4]2[C:8](=[CH:9][C:10]=1[CH3:11])[C:7](=O)[CH:6]([CH3:13])[CH2:5]2.[H-].[H-].[H-].[H-].[Li+].[Al+3].Cl, predict the reaction product. The product is: [CH3:13][C:6]1[CH2:5][C:4]2[C:8]([CH:7]=1)=[CH:9][C:10]([CH3:11])=[C:2]([OH:1])[C:3]=2[CH3:14]. (2) Given the reactants [CH3:1][N:2]([C:8]1[CH:13]=[CH:12][C:11]([N+:14]([O-:16])=[O:15])=[CH:10][CH:9]=1)[CH2:3][CH2:4][C:5](O)=[O:6].S(Cl)([Cl:19])=O, predict the reaction product. The product is: [CH3:1][N:2]([C:8]1[CH:13]=[CH:12][C:11]([N+:14]([O-:16])=[O:15])=[CH:10][CH:9]=1)[CH2:3][CH2:4][C:5]([Cl:19])=[O:6]. (3) The product is: [C:13]([O:17][C:18](=[O:37])[NH:19][C@@H:20]([C@H:30]1[CH2:35][CH2:34][C@H:33]([NH:36][C:50](=[O:51])[CH2:49][N:47]([C:46]([O:45][CH2:38][C:39]2[CH:44]=[CH:43][CH:42]=[CH:41][CH:40]=2)=[O:53])[CH3:48])[CH2:32][CH2:31]1)[C:21]([N:23]1[CH2:27][CH2:26][C:25]([F:29])([F:28])[CH2:24]1)=[O:22])([CH3:16])([CH3:14])[CH3:15]. Given the reactants Cl.CN(C)CCCN=C=NCC.[C:13]([O:17][C:18](=[O:37])[NH:19][C@@H:20]([C@H:30]1[CH2:35][CH2:34][C@H:33]([NH2:36])[CH2:32][CH2:31]1)[C:21]([N:23]1[CH2:27][CH2:26][C:25]([F:29])([F:28])[CH2:24]1)=[O:22])([CH3:16])([CH3:15])[CH3:14].[CH2:38]([O:45][C:46](=[O:53])[N:47]([CH2:49][C:50](O)=[O:51])[CH3:48])[C:39]1[CH:44]=[CH:43][CH:42]=[CH:41][CH:40]=1.OC1C2N=NNC=2C=CC=1, predict the reaction product. (4) Given the reactants [NH2:1][C:2]1[CH:11]=[CH:10][C:9]2[NH:8][C:7](=[O:12])[C:6]3[NH:13][CH:14]=[CH:15][C:5]=3[C:4]=2[CH:3]=1.Cl.[CH2:17]([C:19]([OH:21])=[O:20])[CH3:18].[S:22]1[CH:26]=[CH:25][CH:24]=[C:23]1[S:27](Cl)(=[O:29])=[O:28], predict the reaction product. The product is: [O:12]=[C:7]1[C:6]2[NH:13][CH:14]=[CH:15][C:5]=2[C:4]2[CH:3]=[C:2]([NH:1][S:27]([C:23]3[S:22][CH:26]=[CH:25][CH:24]=3)(=[O:29])=[O:28])[CH:11]=[CH:10][C:9]=2[NH:8]1.[CH2:17]([C:19]([O-:21])=[O:20])[CH3:18]. (5) Given the reactants C(O)(C(F)(F)F)=O.[CH2:8]([N:10]([CH2:45][CH3:46])[C:11]([C:13]1[CH:14]=[CH:15][C:16]2[N:17]([CH:29]3[CH2:35][CH:34]4[N:36]([CH2:37][CH2:38][C:39]5[CH:44]=[CH:43][CH:42]=[CH:41][CH:40]=5)[CH:31]([CH2:32][CH2:33]4)[CH2:30]3)[C:18]3[C:23]([O:24][C:25]=2[CH:26]=1)=[C:22]([O:27]C)[CH:21]=[CH:20][CH:19]=3)=[O:12])[CH3:9].B(Br)(Br)Br.C([O-])(O)=O.[Na+], predict the reaction product. The product is: [CH2:45]([N:10]([CH2:8][CH3:9])[C:11]([C:13]1[CH:14]=[CH:15][C:16]2[N:17]([CH:29]3[CH2:30][CH:31]4[N:36]([CH2:37][CH2:38][C:39]5[CH:44]=[CH:43][CH:42]=[CH:41][CH:40]=5)[CH:34]([CH2:33][CH2:32]4)[CH2:35]3)[C:18]3[C:23]([O:24][C:25]=2[CH:26]=1)=[C:22]([OH:27])[CH:21]=[CH:20][CH:19]=3)=[O:12])[CH3:46]. (6) The product is: [CH2:1]([C:8]1[C:12]2[C:13](=[O:29])[N:14]([C:21]3[CH:26]=[CH:25][CH:24]=[C:23]([C:27]([OH:31])=[O:35])[CH:22]=3)[C:15]3[N:16]=[CH:17][CH:18]=[CH:19][C:20]=3[C:11]=2[NH:10][N:9]=1)[C:2]1[CH:3]=[CH:4][CH:5]=[CH:6][CH:7]=1. Given the reactants [CH2:1]([C:8]1[C:12]2[C:13](=[O:29])[N:14]([C:21]3[CH:26]=[CH:25][CH:24]=[C:23]([C:27]#N)[CH:22]=3)[C:15]3[N:16]=[CH:17][CH:18]=[CH:19][C:20]=3[C:11]=2[NH:10][N:9]=1)[C:2]1[CH:7]=[CH:6][CH:5]=[CH:4][CH:3]=1.S(=O)(=O)(O)[OH:31].[OH2:35], predict the reaction product. (7) Given the reactants [C:1]([O-:11])(=[O:10])[CH:2]=[CH:3][C:4]1[CH:9]=[CH:8][CH:7]=[CH:6][CH:5]=1.[NH2:12][CH2:13][C:14]1[CH:42]=[CH:41][C:17]2[N:18]([CH2:36][CH2:37][CH:38]([CH3:40])[CH3:39])[C:19]([CH2:21][N:22]3[C:31]4[C:26](=[CH:27][CH:28]=[CH:29][CH:30]=4)[CH2:25][N:24]([CH:32]4[CH2:34][CH2:33]4)[C:23]3=[O:35])=[N:20][C:16]=2[CH:15]=1, predict the reaction product. The product is: [C:1]([OH:11])(=[O:10])[CH:2]=[CH:3][C:4]1[CH:5]=[CH:6][CH:7]=[CH:8][CH:9]=1.[NH2:12][CH2:13][C:14]1[CH:42]=[CH:41][C:17]2[N:18]([CH2:36][CH2:37][CH:38]([CH3:39])[CH3:40])[C:19]([CH2:21][N:22]3[C:31]4[C:26](=[CH:27][CH:28]=[CH:29][CH:30]=4)[CH2:25][N:24]([CH:32]4[CH2:33][CH2:34]4)[C:23]3=[O:35])=[N:20][C:16]=2[CH:15]=1. (8) Given the reactants BrC[C:3]1[CH:8]=[CH:7][C:6]([C:9]2[CH:14]=[CH:13][CH:12]=[CH:11][CH:10]=2)=[CH:5][CH:4]=1.[N-:15]=[N+:16]=[N-:17].[Na+].[CH3:19]N(C=O)C, predict the reaction product. The product is: [N:15]([CH2:19][C:14]1[CH:13]=[CH:12][CH:11]=[CH:10][C:9]=1[C:6]1[CH:5]=[CH:4][CH:3]=[CH:8][CH:7]=1)=[N+:16]=[N-:17]. (9) Given the reactants [CH:1]([C:3]1[CH:4]=[C:5](B(O)O)[CH:6]=[CH:7][CH:8]=1)=[O:2].Br[C:13]1[CH:14]=[C:15]([CH:18]=[CH:19][CH:20]=1)[C:16]#[N:17].C([O-])([O-])=O.[K+].[K+], predict the reaction product. The product is: [CH:1]([C:3]1[CH:4]=[C:5]([C:13]2[CH:20]=[CH:19][CH:18]=[C:15]([C:16]#[N:17])[CH:14]=2)[CH:6]=[CH:7][CH:8]=1)=[O:2]. (10) Given the reactants C[Si]([N-][Si](C)(C)C)(C)C.[Na+].[Cl:11][C:12]1[C:13]([CH:19]([S:28]([C:31]2[CH:36]=[CH:35][C:34]([Cl:37])=[CH:33][N:32]=2)(=[O:30])=[O:29])[C:20]2[CH:25]=[C:24]([F:26])[CH:23]=[CH:22][C:21]=2[F:27])=[CH:14][C:15]([NH2:18])=[N:16][CH:17]=1.[CH3:38][S:39](Cl)(=[O:41])=[O:40].[Cl-].[NH4+], predict the reaction product. The product is: [Cl:11][C:12]1[C:13]([CH:19]([S:28]([C:31]2[CH:36]=[CH:35][C:34]([Cl:37])=[CH:33][N:32]=2)(=[O:29])=[O:30])[C:20]2[CH:25]=[C:24]([F:26])[CH:23]=[CH:22][C:21]=2[F:27])=[CH:14][C:15]([NH:18][S:39]([CH3:38])(=[O:41])=[O:40])=[N:16][CH:17]=1.